Dataset: Forward reaction prediction with 1.9M reactions from USPTO patents (1976-2016). Task: Predict the product of the given reaction. (1) The product is: [C:4]1([CH:11]=[CH:10][CH:9]=[C:7]([OH:8])[CH:6]=1)[OH:5].[CH2:13]=[O:14]. Given the reactants [Cl-].[Ca+2].[Cl-].[C:4]1([CH:11]=[CH:10][CH:9]=[C:7]([OH:8])[CH:6]=1)[OH:5].Cl.[CH2:13]=[O:14], predict the reaction product. (2) Given the reactants C([O:5][C:6](=[O:18])[CH2:7][CH:8]([NH:11][C:12]([O:14][CH2:15][CH:16]=[CH2:17])=[O:13])[CH2:9][OH:10])(C)(C)C.[CH2:19](O)[CH:20]([CH3:22])[CH3:21], predict the reaction product. The product is: [CH2:15]([O:14][C:12](=[O:13])[NH:11][CH:8]1[CH2:7][C:6](=[O:5])[O:18][CH:9]1[O:10][CH2:19][CH:20]([CH3:22])[CH3:21])[CH:16]=[CH2:17]. (3) Given the reactants [C:1]([CH2:3][C:4]([NH2:6])=[S:5])#[N:2].CO[C:9](OC)([N:11]([CH3:13])[CH3:12])[CH3:10], predict the reaction product. The product is: [C:1](/[C:3](=[C:9](/[N:11]([CH3:13])[CH3:12])\[CH3:10])/[C:4](=[S:5])[NH2:6])#[N:2]. (4) Given the reactants [C:1]([O:5][C@@H:6]([C:10]1[C:11]([C:26]2[CH:31]=[CH:30][C:29]([Cl:32])=[CH:28][CH:27]=2)=[C:12]2[C:17](=[CH:18][C:19]=1[CH3:20])[N:16]=[C:15]([C:21]1N[N:24]=[CH:23][CH:22]=1)[CH:14]=[CH:13]2)[C:7]([OH:9])=[O:8])([CH3:4])([CH3:3])[CH3:2].N1C=CC(B(O)O)=[CH:35][CH:34]=1, predict the reaction product. The product is: [C:1]([O:5][C@@H:6]([C:10]1[C:11]([C:26]2[CH:31]=[CH:30][C:29]([Cl:32])=[CH:28][CH:27]=2)=[C:12]2[C:17](=[CH:18][C:19]=1[CH3:20])[N:16]=[C:15]([C:21]1[CH:22]=[CH:23][N:24]=[CH:35][CH:34]=1)[CH:14]=[CH:13]2)[C:7]([OH:9])=[O:8])([CH3:4])([CH3:3])[CH3:2].